From a dataset of Peptide-MHC class I binding affinity with 185,985 pairs from IEDB/IMGT. Regression. Given a peptide amino acid sequence and an MHC pseudo amino acid sequence, predict their binding affinity value. This is MHC class I binding data. The peptide sequence is LANKENVHW. The MHC is Mamu-B17 with pseudo-sequence Mamu-B17. The binding affinity (normalized) is 0.816.